Task: Predict which catalyst facilitates the given reaction.. Dataset: Catalyst prediction with 721,799 reactions and 888 catalyst types from USPTO (1) Product: [NH:7]([C:14]1[N:19]=[C:18]([C:20]2[N:24]([CH:25]([CH3:27])[CH3:26])[C:23]([CH:28]=[N:31][OH:32])=[N:22][CH:21]=2)[CH:17]=[CH:16][N:15]=1)[C:8]1[CH:13]=[CH:12][CH:11]=[CH:10][CH:9]=1. Reactant: N1C=CC=CC=1.[NH:7]([C:14]1[N:19]=[C:18]([C:20]2[N:24]([CH:25]([CH3:27])[CH3:26])[C:23]([CH:28]=O)=[N:22][CH:21]=2)[CH:17]=[CH:16][N:15]=1)[C:8]1[CH:13]=[CH:12][CH:11]=[CH:10][CH:9]=1.Cl.[NH2:31][OH:32].O. The catalyst class is: 14. (2) The catalyst class is: 88. Product: [CH3:16][C:15]1([CH3:17])[C@@H:9]2[CH2:8][C:7]3[C:11]([C@H:10]12)=[C:12]([CH3:14])[S:13][C:6]=3[C:4]([OH:5])=[O:3]. Reactant: C([O:3][C:4]([C:6]1[S:13][C:12]([CH3:14])=[C:11]2[C:7]=1[CH2:8][C@H:9]1[C:15]([CH3:17])([CH3:16])[C@H:10]12)=[O:5])C.[Li+].[OH-]. (3) Reactant: [C@@H:1]1([NH:10][C:11]2[C:12]3[CH:19]=[CH:18][N:17]([C@@H:20]4[CH2:24][C@@H:23]([CH2:25][OH:26])[CH:22]=[CH:21]4)[C:13]=3[N:14]=[CH:15][N:16]=2)[C:9]2[C:4](=[CH:5][CH:6]=[CH:7][CH:8]=2)[CH2:3][CH2:2]1.N1C=CC=CC=1.Cl[S:34]([NH2:37])(=[O:36])=[O:35]. Product: [S:34](=[O:36])(=[O:35])([O:26][CH2:25][C@@H:23]1[CH2:24][C@@H:20]([N:17]2[C:13]3[N:14]=[CH:15][N:16]=[C:11]([NH:10][C@@H:1]4[C:9]5[C:4](=[CH:5][CH:6]=[CH:7][CH:8]=5)[CH2:3][CH2:2]4)[C:12]=3[CH:19]=[CH:18]2)[CH:21]=[CH:22]1)[NH2:37]. The catalyst class is: 751.